From a dataset of Peptide-MHC class II binding affinity with 134,281 pairs from IEDB. Regression. Given a peptide amino acid sequence and an MHC pseudo amino acid sequence, predict their binding affinity value. This is MHC class II binding data. (1) The peptide sequence is AAQTAGTTVYGAFAA. The MHC is HLA-DPA10103-DPB10601 with pseudo-sequence HLA-DPA10103-DPB10601. The binding affinity (normalized) is 0. (2) The peptide sequence is AFKVPATAANAAPAN. The MHC is DRB1_0901 with pseudo-sequence QEFFIASGAAVDAIMKDFYHGYVFRRETVHVGFT. The binding affinity (normalized) is 0.257. (3) The peptide sequence is YITQCFLPVFLAQPP. The MHC is HLA-DQA10501-DQB10301 with pseudo-sequence HLA-DQA10501-DQB10301. The binding affinity (normalized) is 0.353. (4) The peptide sequence is VLTRLEAWLTEHGCN. The MHC is HLA-DQA10303-DQB10402 with pseudo-sequence HLA-DQA10303-DQB10402. The binding affinity (normalized) is 0. (5) The peptide sequence is KAALTSKLDAAYKLA. The MHC is DRB1_0301 with pseudo-sequence DRB1_0301. The binding affinity (normalized) is 0.194. (6) The peptide sequence is YDKFLANRSTVLTGK. The MHC is DRB1_1602 with pseudo-sequence DRB1_1602. The binding affinity (normalized) is 0.786. (7) The peptide sequence is AFKVAATAANAAP. The MHC is HLA-DQA10401-DQB10402 with pseudo-sequence HLA-DQA10401-DQB10402. The binding affinity (normalized) is 0.274. (8) The peptide sequence is SQDLELSWNLNGLFAY. The MHC is DRB1_0401 with pseudo-sequence DRB1_0401. The binding affinity (normalized) is 0.604.